Predict the product of the given reaction. From a dataset of Forward reaction prediction with 1.9M reactions from USPTO patents (1976-2016). (1) The product is: [CH2:1]([N:3]1[CH:8]=[C:7]([C:9]2[C:10]([N:25]3[C:29]([CH3:30])=[CH:28][C:27]([C:31]([F:32])([F:33])[F:34])=[N:26]3)=[N:11][C:12]([NH:15][C:16]3[CH:21]=[C:20]([CH3:22])[CH:19]=[C:18]([O:23][CH3:24])[CH:17]=3)=[N:13][CH:14]=2)[CH:6]=[C:5]([C:35]([OH:37])=[O:36])[C:4]1=[O:40])[CH3:2]. Given the reactants [CH2:1]([N:3]1[CH:8]=[C:7]([C:9]2[C:10]([N:25]3[C:29]([CH3:30])=[CH:28][C:27]([C:31]([F:34])([F:33])[F:32])=[N:26]3)=[N:11][C:12]([NH:15][C:16]3[CH:21]=[C:20]([CH3:22])[CH:19]=[C:18]([O:23][CH3:24])[CH:17]=3)=[N:13][CH:14]=2)[CH:6]=[C:5]([C:35]([O:37]CC)=[O:36])[C:4]1=[O:40])[CH3:2].O.[OH-].[Na+], predict the reaction product. (2) Given the reactants [K].[N+:2]([C:5]1[NH:6][CH:7]=[CH:8][N:9]=1)([O-:4])=[O:3].CS(O[CH2:15][CH2:16][CH:17]([CH2:20][CH3:21])[CH2:18][CH3:19])(=O)=O.C1OCCOCCOCCOCCOCCOC1.C(OCC)(=O)C, predict the reaction product. The product is: [CH2:16]([CH:17]([CH2:20][CH3:21])[CH2:18][CH2:19][N:6]1[CH:7]=[CH:8][N:9]=[C:5]1[N+:2]([O-:4])=[O:3])[CH3:15]. (3) Given the reactants [CH:1]([O:4][CH2:5][CH2:6][CH2:7][NH:8][C:9]1[C:18]2[C:13](=[CH:14][CH:15]=[CH:16][N:17]=2)[N:12]=[CH:11][C:10]=1[N+:19]([O-])=O)([CH3:3])[CH3:2], predict the reaction product. The product is: [CH:1]([O:4][CH2:5][CH2:6][CH2:7][NH:8][C:9]1[C:18]2[C:13](=[CH:14][CH:15]=[CH:16][N:17]=2)[N:12]=[CH:11][C:10]=1[NH2:19])([CH3:3])[CH3:2]. (4) Given the reactants [NH2:1][C:2]1[CH:7]=[CH:6][C:5]([S:8][C:9]2[N:14]=[C:13]([NH:15][C:16]3[NH:20][N:19]=[C:18]([CH3:21])[CH:17]=3)[CH:12]=[C:11]([N:22]3[CH2:25][CH2:24][CH2:23]3)[N:10]=2)=[CH:4][CH:3]=1.[C:26]1([CH3:35])[CH:31]=[CH:30][CH:29]=[C:28]([C:32](Cl)=[O:33])[CH:27]=1, predict the reaction product. The product is: [CH3:21][C:18]1[CH:17]=[C:16]([NH:15][C:13]2[CH:12]=[C:11]([N:22]3[CH2:23][CH2:24][CH2:25]3)[N:10]=[C:9]([S:8][C:5]3[CH:6]=[CH:7][C:2]([NH:1][C:32](=[O:33])[C:28]4[CH:29]=[CH:30][CH:31]=[C:26]([CH3:35])[CH:27]=4)=[CH:3][CH:4]=3)[N:14]=2)[NH:20][N:19]=1. (5) Given the reactants [NH2:1][N:2]1[CH:6]=[CH:5][CH:4]=[C:3]1[C:7]([O:9]CC)=O.[NH4+].[Cl-].[CH:14]([NH2:16])=O, predict the reaction product. The product is: [CH:5]1[CH:4]=[C:3]2[C:7]([N:16]=[CH:14][NH:1][N:2]2[CH:6]=1)=[O:9].